From a dataset of Forward reaction prediction with 1.9M reactions from USPTO patents (1976-2016). Predict the product of the given reaction. Given the reactants [Br:1][C:2]1[CH:3]=[CH:4][C:5]([C:8](Cl)=[N:9][OH:10])=[N:6][CH:7]=1.[CH2:12]([OH:16])[CH2:13][CH:14]=[CH2:15].Cl[O-].[Na+], predict the reaction product. The product is: [Br:1][C:2]1[CH:3]=[CH:4][C:5]([C:8]2[CH2:15][CH:14]([CH2:13][CH2:12][OH:16])[O:10][N:9]=2)=[N:6][CH:7]=1.